Dataset: Peptide-MHC class I binding affinity with 185,985 pairs from IEDB/IMGT. Task: Regression. Given a peptide amino acid sequence and an MHC pseudo amino acid sequence, predict their binding affinity value. This is MHC class I binding data. (1) The peptide sequence is ETKGKRRLL. The MHC is HLA-B27:05 with pseudo-sequence HLA-B27:05. The binding affinity (normalized) is 0.0847. (2) The peptide sequence is FLDKSIHLTK. The MHC is HLA-A03:01 with pseudo-sequence HLA-A03:01. The binding affinity (normalized) is 0.560.